Task: Predict the reaction yield, written as a fraction of the theoretical maximum amount of product (1.0 means a 100% yield; for example, 0.34 means a 34% yield).. Dataset: Reaction yield outcomes from USPTO patents with 853,638 reactions (1) The reactants are [CH:1]1[C:10]2[C:5](=[CH:6][CH:7]=[CH:8][CH:9]=2)[CH:4]=[C:3]([CH2:11][NH:12][C:13](=[O:19])[O:14][C:15]([CH3:18])([CH3:17])[CH3:16])[N:2]=1.[H-].[Na+].I[CH2:23][CH3:24].O. The catalyst is C1COCC1. The product is [CH2:23]([N:12]([CH2:11][C:3]1[N:2]=[CH:1][C:10]2[C:5]([CH:4]=1)=[CH:6][CH:7]=[CH:8][CH:9]=2)[C:13](=[O:19])[O:14][C:15]([CH3:16])([CH3:18])[CH3:17])[CH3:24]. The yield is 0.716. (2) The reactants are [CH2:1]([CH:4]([CH2:15][CH:16]=[CH2:17])[CH2:5][O:6][SiH2:7][C:8]1[CH:14]=[CH:13][C:11]([NH2:12])=[CH:10][CH:9]=1)[CH:2]=[CH2:3].CCN(CC)CC.[C:25](Cl)(=[O:28])[CH:26]=[CH2:27]. The catalyst is ClCCl. The product is [C:25]([NH:12][C:11]1[CH:10]=[CH:9][C:8]([SiH2:7][O:6][CH2:5][CH:4]([CH2:1][CH:2]=[CH2:3])[CH2:15][CH:16]=[CH2:17])=[CH:14][CH:13]=1)(=[O:28])[CH:26]=[CH2:27]. The yield is 0.590.